This data is from Forward reaction prediction with 1.9M reactions from USPTO patents (1976-2016). The task is: Predict the product of the given reaction. (1) Given the reactants C([O:5][C:6](=[O:49])[CH2:7][CH:8]([NH:16][S:17]([C:20]1[CH:25]=[CH:24][C:23]([NH:26][C:27](=[O:29])[CH3:28])=[CH:22][C:21]=1[O:30][CH2:31][CH2:32][C:33]1[C:42]2[C:37](=[CH:38][CH:39]=[CH:40][CH:41]=2)[C:36]([C:43]([NH:45][N:46]([CH3:48])[CH3:47])=[O:44])=[CH:35][CH:34]=1)(=[O:19])=[O:18])[CH:9](OCC)[O:10]CC)(C)(C)C.C(O)(C(F)(F)F)=O.C(#N)C.O, predict the reaction product. The product is: [C:27]([NH:26][C:23]1[CH:24]=[CH:25][C:20]([S:17]([NH:16][CH:8]([CH:9]=[O:10])[CH2:7][C:6]([OH:49])=[O:5])(=[O:19])=[O:18])=[C:21]([O:30][CH2:31][CH2:32][C:33]2[C:42]3[C:37](=[CH:38][CH:39]=[CH:40][CH:41]=3)[C:36]([C:43]([NH:45][N:46]([CH3:48])[CH3:47])=[O:44])=[CH:35][CH:34]=2)[CH:22]=1)(=[O:29])[CH3:28]. (2) Given the reactants [Cl:1][C:2]1[C:17]([C:18]([F:21])([F:20])[F:19])=[CH:16][C:5]2[N:6]=[C:7]([C:9]3[CH:14]=[CH:13][N:12]=[CH:11][C:10]=3F)[O:8][C:4]=2[CH:3]=1.[C:22](=O)([O-])[O-:23].[K+].[K+].CO, predict the reaction product. The product is: [Cl:1][C:2]1[C:17]([C:18]([F:21])([F:20])[F:19])=[CH:16][C:5]2[N:6]=[C:7]([C:9]3[CH:14]=[CH:13][N:12]=[CH:11][C:10]=3[O:23][CH3:22])[O:8][C:4]=2[CH:3]=1. (3) The product is: [Cl:1][CH2:2][C@H:3]1[C:11]2[C:10]3[CH:12]=[CH:13][CH:14]=[CH:15][C:9]=3[C:8]([O:16][CH2:17][C:18]3[CH:23]=[CH:22][C:21]([NH:24][C:25](=[O:56])[C@@H:26]([NH:34][C:35](=[O:55])[C@@H:36]([NH:40][C:41](=[O:54])[CH2:42][CH2:43][CH2:44][CH2:45][CH2:46][N:47]4[C:51](=[O:52])[CH:50]=[CH:49][C:48]4=[O:53])[CH:37]([CH3:39])[CH3:38])[CH2:27][CH2:28][CH2:29][NH:30][C:31]([NH2:33])=[O:32])=[CH:20][CH:19]=3)=[CH:7][C:6]=2[N:5]([C:57](=[O:89])[CH2:58][CH2:59][CH2:60][CH2:61][CH2:62][O:63][C:64]2[C:65]([O:87][CH3:88])=[CH:66][C:67]3[C:73](=[O:74])[N:72]4[CH2:75][CH2:76][CH2:77][C@H:71]4[CH:70]=[N:69][C:68]=3[CH:86]=2)[CH2:4]1. Given the reactants [Cl:1][CH2:2][C@H:3]1[C:11]2[C:10]3[CH:12]=[CH:13][CH:14]=[CH:15][C:9]=3[C:8]([O:16][CH2:17][C:18]3[CH:23]=[CH:22][C:21]([NH:24][C:25](=[O:56])[C@@H:26]([NH:34][C:35](=[O:55])[C@@H:36]([NH:40][C:41](=[O:54])[CH2:42][CH2:43][CH2:44][CH2:45][CH2:46][N:47]4[C:51](=[O:52])[CH:50]=[CH:49][C:48]4=[O:53])[CH:37]([CH3:39])[CH3:38])[CH2:27][CH2:28][CH2:29][NH:30][C:31]([NH2:33])=[O:32])=[CH:20][CH:19]=3)=[CH:7][C:6]=2[N:5]([C:57](=[O:89])[CH2:58][CH2:59][CH2:60][CH2:61][CH2:62][O:63][C:64]2[C:65]([O:87][CH3:88])=[CH:66][C:67]3[C:73](=[O:74])[N:72]4[CH2:75][CH2:76][CH2:77][C@H:71]4[C@H:70](O)[N:69](C(OC(C)(C)C)=O)[C:68]=3[CH:86]=2)[CH2:4]1.O.C([O-])(O)=O.[Na+], predict the reaction product. (4) Given the reactants [CH3:1][O:2][C:3](=[O:23])[CH2:4][CH2:5][CH2:6][CH2:7][C:8](=[O:22])[NH:9][CH2:10][C:11]([C:13]1[CH:18]=[C:17]([Cl:19])[CH:16]=[CH:15][C:14]=1[O:20][CH3:21])=O, predict the reaction product. The product is: [CH3:1][O:2][C:3](=[O:23])[CH2:4][CH2:5][CH2:6][CH2:7][C:8]1[O:22][C:11]([C:13]2[CH:18]=[C:17]([Cl:19])[CH:16]=[CH:15][C:14]=2[O:20][CH3:21])=[CH:10][N:9]=1. (5) Given the reactants [Cl:1][C:2]1[C:7]([Cl:8])=[C:6]([S:9](=[O:19])(=[O:18])[NH:10][C@@H:11]([CH2:16][CH3:17])[C:12]([F:15])([F:14])[F:13])[CH:5]=[CH:4][C:3]=1[C:20]1[S:24][C:23]([C:25]2[O:29][C:28]([CH2:30][C:31]([CH3:37])([CH3:36])[C:32]([O:34]C)=[O:33])=[N:27][N:26]=2)=[N:22][C:21]=1[CH2:38][N:39]1[CH2:44][CH2:43][CH2:42][C:41]([F:46])([F:45])[CH2:40]1.O[Li].O, predict the reaction product. The product is: [Cl:1][C:2]1[C:7]([Cl:8])=[C:6]([S:9](=[O:18])(=[O:19])[NH:10][C@@H:11]([CH2:16][CH3:17])[C:12]([F:13])([F:15])[F:14])[CH:5]=[CH:4][C:3]=1[C:20]1[S:24][C:23]([C:25]2[O:29][C:28]([CH2:30][C:31]([CH3:37])([CH3:36])[C:32]([OH:34])=[O:33])=[N:27][N:26]=2)=[N:22][C:21]=1[CH2:38][N:39]1[CH2:44][CH2:43][CH2:42][C:41]([F:45])([F:46])[CH2:40]1. (6) Given the reactants CON(C)[C:4](=[O:15])[C@@H:5]([NH:7][C:8](=[O:14])[O:9][C:10]([CH3:13])([CH3:12])[CH3:11])[CH3:6].[F:17][C:18]1[CH:23]=[CH:22][C:21]([Mg]Br)=[CH:20][CH:19]=1.O1CCCC1, predict the reaction product. The product is: [F:17][C:18]1[CH:23]=[CH:22][C:21]([C:4](=[O:15])[C@@H:5]([NH:7][C:8](=[O:14])[O:9][C:10]([CH3:11])([CH3:12])[CH3:13])[CH3:6])=[CH:20][CH:19]=1. (7) Given the reactants [F:1][C:2]([F:12])([F:11])[C:3]1[CH:8]=[CH:7][C:6]([NH:9][NH2:10])=[CH:5][CH:4]=1.[OH:13][C:14]1[CH:21]=[C:20]([OH:22])[CH:19]=[CH:18][C:15]=1[CH:16]=O, predict the reaction product. The product is: [F:1][C:2]([F:11])([F:12])[C:3]1[CH:4]=[CH:5][C:6]([NH:9][N:10]=[CH:16][C:15]2[CH:18]=[CH:19][C:20]([OH:22])=[CH:21][C:14]=2[OH:13])=[CH:7][CH:8]=1.